From a dataset of Forward reaction prediction with 1.9M reactions from USPTO patents (1976-2016). Predict the product of the given reaction. (1) Given the reactants [CH3:1][C:2]([S:24]([CH3:27])(=[O:26])=[O:25])([CH2:8][CH2:9][N:10]1[CH:15]=[CH:14][C:13]([C:16]2[CH:21]=[CH:20][CH:19]=[CH:18][CH:17]=2)=[C:12]([CH3:22])[C:11]1=[O:23])[C:3]([O:5]CC)=[O:4].O.[OH-].[Li+], predict the reaction product. The product is: [CH3:1][C:2]([S:24]([CH3:27])(=[O:25])=[O:26])([CH2:8][CH2:9][N:10]1[CH:15]=[CH:14][C:13]([C:16]2[CH:21]=[CH:20][CH:19]=[CH:18][CH:17]=2)=[C:12]([CH3:22])[C:11]1=[O:23])[C:3]([OH:5])=[O:4]. (2) Given the reactants C([O:5][C:6](=[O:28])[NH:7][C:8]1[C:13]([NH2:14])=[CH:12][C:11]([C:15]2[CH:20]=[CH:19][CH:18]=[CH:17][C:16]=2[F:21])=[C:10]([O:22][CH2:23][C:24]([F:27])([F:26])[F:25])[CH:9]=1)(C)(C)C.[N:29]1([C:34]2[CH:35]=[C:36]([C:40]3[O:45]C(C)(C)[O:43][C:42](=O)[CH:41]=3)[CH:37]=[CH:38][CH:39]=2)[CH:33]=[CH:32][N:31]=[CH:30]1, predict the reaction product. The product is: [F:21][C:16]1[CH:17]=[CH:18][CH:19]=[CH:20][C:15]=1[C:11]1[CH:12]=[C:13]([NH:14][C:42](=[O:43])[CH2:41][C:40]([C:36]2[CH:37]=[CH:38][CH:39]=[C:34]([N:29]3[CH:33]=[CH:32][N:31]=[CH:30]3)[CH:35]=2)=[O:45])[C:8]([NH:7][C:6](=[O:28])[OH:5])=[CH:9][C:10]=1[O:22][CH2:23][C:24]([F:25])([F:27])[F:26]. (3) Given the reactants [Br:1][C:2]1[CH:3]=[C:4]([CH3:11])[C:5]([C:8]([OH:10])=[O:9])=[N:6][CH:7]=1.S(=O)(=O)(O)O.[CH2:17](O)[CH3:18], predict the reaction product. The product is: [Br:1][C:2]1[CH:3]=[C:4]([CH3:11])[C:5]([C:8]([O:10][CH2:17][CH3:18])=[O:9])=[N:6][CH:7]=1. (4) Given the reactants [F:1][C:2]1[CH:3]=[CH:4][C:5]([C:12]2[NH:16][N:15]=[CH:14][CH:13]=2)=[C:6]([CH:11]=1)[C:7]([O:9]C)=[O:8].[Li+].[OH-], predict the reaction product. The product is: [F:1][C:2]1[CH:3]=[CH:4][C:5]([C:12]2[NH:16][N:15]=[CH:14][CH:13]=2)=[C:6]([CH:11]=1)[C:7]([OH:9])=[O:8].